From a dataset of Catalyst prediction with 721,799 reactions and 888 catalyst types from USPTO. Predict which catalyst facilitates the given reaction. (1) Reactant: N[C@H]([C:8]([OH:10])=[O:9])CCCCN.NN.[CH:13]1[C:18](N=C=S)=[CH:17][C:16]2[C:22]([O:24][C:25]3([C:35]4[CH:36]=[CH:37][C:38]([OH:40])=[CH:39][C:34]=4[O:33][C:27]4[CH:28]=[C:29]([OH:32])[CH:30]=[CH:31][C:26]3=4)[C:15]=2[CH:14]=1)=[O:23].C(N(C(C)C)CC)(C)C.C1C=CC(C(O)=O)=C(C2C3C=CC(O)=CC=3OC3C=2C=CC(C=3)=O)C=1. Product: [CH:13]1[C:18]([C:8]([OH:10])=[O:9])=[CH:17][C:16]2[C:22]([O:24][C:25]3([C:35]4[CH:36]=[CH:37][C:38]([OH:40])=[CH:39][C:34]=4[O:33][C:27]4[CH:28]=[C:29]([OH:32])[CH:30]=[CH:31][C:26]3=4)[C:15]=2[CH:14]=1)=[O:23]. The catalyst class is: 3. (2) Reactant: [OH:1][CH2:2][C:3]1[N:7]([CH2:8][O:9][CH2:10][CH2:11][Si:12]([CH3:15])([CH3:14])[CH3:13])[CH:6]=[N:5][C:4]=1[C:16]1[CH:23]=[CH:22][C:19]([C:20]#[N:21])=[CH:18][CH:17]=1. Product: [CH:2]([C:3]1[N:7]([CH2:8][O:9][CH2:10][CH2:11][Si:12]([CH3:15])([CH3:14])[CH3:13])[CH:6]=[N:5][C:4]=1[C:16]1[CH:23]=[CH:22][C:19]([C:20]#[N:21])=[CH:18][CH:17]=1)=[O:1]. The catalyst class is: 704. (3) The catalyst class is: 3. Product: [CH3:25][C:23]1[N:22]=[CH:21][N:20]([C:19]2[CH:18]=[CH:17][C:16](/[CH:26]=[CH:27]/[C:28]3[N:46]=[C:31]4[CH:32]([C:36]5[CH:41]=[CH:40][CH:39]=[CH:38][C:37]=5[C:42]([F:44])([F:45])[F:43])[CH2:33][CH2:34][CH2:35][N:30]4[N:29]=3)=[N:15][CH:14]=2)[CH:24]=1. Reactant: C([SiH](CC)CC)C.FC(F)(F)S(O[C:14]1[C:19]([N:20]2[CH:24]=[C:23]([CH3:25])[N:22]=[CH:21]2)=[CH:18][CH:17]=[C:16](/[CH:26]=[CH:27]/[C:28]2[N:46]=[C:31]3[CH:32]([C:36]4[CH:41]=[CH:40][CH:39]=[CH:38][C:37]=4[C:42]([F:45])([F:44])[F:43])[CH2:33][CH2:34][CH2:35][N:30]3[N:29]=2)[N:15]=1)(=O)=O. (4) Reactant: [Si:1]([O:18][C@H:19]1[CH2:24][CH2:23][C@@:22]([C@H:26]2[CH2:34][CH2:33][C@@:32]3([CH3:35])[C@@H:28]([CH2:29][CH2:30][C@:31]3([CH3:37])[OH:36])[C@@H:27]2[CH2:38][OH:39])([CH3:25])[C@@H:21]([CH2:40][OH:41])[CH2:20]1)([C:14]([CH3:17])([CH3:16])[CH3:15])([C:8]1[CH:13]=[CH:12][CH:11]=[CH:10][CH:9]=1)[C:2]1[CH:7]=[CH:6][CH:5]=[CH:4][CH:3]=1.[CH3:42][C:43](OC(C)=O)=[O:44].CCOC(C)=O. Product: [C:43]([O:41][CH2:40][C@H:21]1[CH2:20][C@@H:19]([O:18][Si:1]([C:14]([CH3:16])([CH3:17])[CH3:15])([C:2]2[CH:7]=[CH:6][CH:5]=[CH:4][CH:3]=2)[C:8]2[CH:13]=[CH:12][CH:11]=[CH:10][CH:9]=2)[CH2:24][CH2:23][C@@:22]1([C@H:26]1[CH2:34][CH2:33][C@@:32]2([CH3:35])[C@@H:28]([CH2:29][CH2:30][C@@:31]2([OH:36])[CH3:37])[C@@H:27]1[CH2:38][OH:39])[CH3:25])(=[O:44])[CH3:42]. The catalyst class is: 377. (5) Reactant: [SiH3:1][C:2]1[S:3][CH:4]=[CH:5][CH:6]=1.[CH2:7]([Li])[CH2:8][CH2:9][CH3:10].[Br-].[Mg+2].[Br-].[SiH3:33][C:30]1[S:29][C:28](C2C=C(C)C([C:28]3[S:29][C:30]([SiH3:33])=[CH:31][CH:32]=3)=CC=2C)=[CH:32][CH:31]=1.[SiH3]C1SC(C2C=C(C)C=CC=2C)=CC=1.[Br:49][C:50]1[CH:52]=[C:51](C)[C:50]([Br:49])=[CH:52][C:51]=1C.[Br:59][C:60]1C=C(C)C=CC=1C.C1C(=O)N(Br)C(=O)C1.[SiH3]C1C=C(CBr)C([SiH3])=CC=1CBr.[SiH3]C1C=C(CBr)C=CC=1CBr. Product: [SiH3:1][C:2]1[S:3][C:4]([C:7]2[CH:52]=[C:51]([CH2:50][Br:49])[C:10]([C:28]3[S:29][C:30]([SiH3:33])=[CH:31][CH:32]=3)=[CH:9][C:8]=2[CH2:60][Br:59])=[CH:5][CH:6]=1. The catalyst class is: 1. (6) Product: [CH3:47][C:44]1[CH:43]=[CH:42][C:41]([S:38]([O-:40])(=[O:39])=[O:37])=[CH:46][CH:45]=1.[C:8]([O:31][CH2:32][CH2:33][O:34][CH2:35][CH2:36][N+:3]([CH2:6][CH3:7])([CH2:4][CH3:5])[CH2:1][CH3:2])(=[O:30])[CH2:9][CH2:10][CH2:11][CH2:12][CH2:13][CH2:14][CH2:15][CH2:16][CH2:17][CH2:18][CH2:19][CH2:20][CH2:21][CH2:22][CH2:23][CH2:24][CH2:25][CH2:26][CH2:27][CH2:28][CH3:29]. Reactant: [CH2:1]([N:3]([CH2:6][CH3:7])[CH2:4][CH3:5])[CH3:2].[C:8]([O:31][CH2:32][CH2:33][O:34][CH2:35][CH2:36][O:37][S:38]([C:41]1[CH:46]=[CH:45][C:44]([CH3:47])=[CH:43][CH:42]=1)(=[O:40])=[O:39])(=[O:30])[CH2:9][CH2:10][CH2:11][CH2:12][CH2:13][CH2:14][CH2:15][CH2:16][CH2:17][CH2:18][CH2:19][CH2:20][CH2:21][CH2:22][CH2:23][CH2:24][CH2:25][CH2:26][CH2:27][CH2:28][CH3:29]. The catalyst class is: 10.